Dataset: Full USPTO retrosynthesis dataset with 1.9M reactions from patents (1976-2016). Task: Predict the reactants needed to synthesize the given product. (1) Given the product [CH3:1][C:2]1([CH3:44])[O:6][C@@H:5]([CH2:7][CH2:8][NH:9][C:10]([CH:12]2[CH:16]([C:17]3[CH:22]=[CH:21][CH:20]=[C:19]([Cl:23])[C:18]=3[F:24])[C:15]([C:27]3[CH:32]=[CH:31][C:30]([Cl:33])=[CH:29][C:28]=3[F:34])([C:25]#[N:26])[CH:14]([CH2:35][C:36]3([CH2:42][OH:43])[CH2:37][CH2:38][CH2:39][CH2:40][CH2:41]3)[NH:13]2)=[O:11])[CH2:4][O:3]1, predict the reactants needed to synthesize it. The reactants are: [CH3:1][C:2]1([CH3:44])[O:6][C@@H:5]([CH2:7][CH2:8][NH:9][C:10]([CH:12]2[CH:16]([C:17]3[CH:22]=[CH:21][CH:20]=[C:19]([Cl:23])[C:18]=3[F:24])[C:15]([C:27]3[CH:32]=[CH:31][C:30]([Cl:33])=[CH:29][C:28]=3[F:34])([C:25]#[N:26])[CH:14]([CH2:35][C:36]3([CH2:42][OH:43])[CH2:41][CH2:40][CH:39]=[CH:38][CH2:37]3)[NH:13]2)=[O:11])[CH2:4][O:3]1. (2) Given the product [CH3:1][C:2]1[CH:3]=[CH:4][C:5]([N+:12]([O-:14])=[O:13])=[C:6]([CH2:8][C:9]([N:46]2[CH2:51][CH2:50][O:49][CH2:48][CH2:47]2)=[O:11])[CH:7]=1, predict the reactants needed to synthesize it. The reactants are: [CH3:1][C:2]1[CH:3]=[CH:4][C:5]([N+:12]([O-:14])=[O:13])=[C:6]([CH2:8][C:9]([OH:11])=O)[CH:7]=1.CN(C(ON1N=NC2C=CC=NC1=2)=[N+](C)C)C.F[P-](F)(F)(F)(F)F.C(N(CC)CC)C.[NH:46]1[CH2:51][CH2:50][O:49][CH2:48][CH2:47]1.